From a dataset of Full USPTO retrosynthesis dataset with 1.9M reactions from patents (1976-2016). Predict the reactants needed to synthesize the given product. (1) Given the product [C:1]([C:5]1[N:6]=[C:7]([N:24]2[CH2:28][CH2:27][C:26]([F:30])([F:29])[CH2:25]2)[C:8]2[C:9](=[N:11][N:12]([CH2:14][C:15]([C:17]3[CH:18]=[N:36][CH:20]=[CH:21][CH:22]=3)=[O:16])[N:13]=2)[N:10]=1)([CH3:3])([CH3:2])[CH3:4], predict the reactants needed to synthesize it. The reactants are: [C:1]([C:5]1[N:6]=[C:7]([N:24]2[CH2:28][CH2:27][C:26]([F:30])([F:29])[CH2:25]2)[C:8]2[C:9](=[N:11][N:12]([CH2:14][C:15]([C:17]3[CH:22]=[CH:21][CH:20]=C[C:18]=3Cl)=[O:16])[N:13]=2)[N:10]=1)([CH3:4])([CH3:3])[CH3:2].C(C1[N:36]=C(N2CCC(F)(F)C2)C2N=NNC=2N=1)(C)(C)C.Br.BrCC(C1C=NC=CC=1)=O. (2) Given the product [F:14][C:15]1[CH:16]=[C:17]([C:24]2[CH:29]=[CH:28][C:27]([CH2:30][CH2:31][CH3:32])=[CH:26][CH:25]=2)[CH:18]=[CH:19][C:20]=1[C:2]1[Se:3][C:4]([CH2:34][CH2:33][CH3:37])=[CH:5][CH:6]=1, predict the reactants needed to synthesize it. The reactants are: Br[C:2]1[Se:3][CH:4]=[CH:5][CH:6]=1.O.NN.B([O-])=O.[Na+].[F:14][C:15]1[CH:16]=[C:17]([C:24]2[CH:29]=[CH:28][C:27]([CH2:30][CH2:31][CH3:32])=[CH:26][CH:25]=2)[CH:18]=[CH:19][C:20]=1B(O)O.[CH2:33]1[CH2:37]OC[CH2:34]1. (3) The reactants are: [CH3:1][CH:2]([CH3:14])[C:3](=[O:13])[CH:4]=[CH:5][C:6]1[CH:11]=[CH:10][C:9]([CH3:12])=[CH:8][CH:7]=1. Given the product [CH3:1][CH:2]([CH3:14])[CH:3]([OH:13])/[CH:4]=[CH:5]/[C:6]1[CH:7]=[CH:8][C:9]([CH3:12])=[CH:10][CH:11]=1, predict the reactants needed to synthesize it. (4) Given the product [F:25][C:19]1[CH:20]=[C:21]([F:24])[CH:22]=[CH:23][C:18]=1[CH2:17][O:3][C:4]1[C:13]2[C:8](=[CH:9][CH:10]=[CH:11][CH:12]=2)[C:7]([CH:14]=[O:15])=[CH:6][CH:5]=1, predict the reactants needed to synthesize it. The reactants are: [H-].[Na+].[OH:3][C:4]1[C:13]2[C:8](=[CH:9][CH:10]=[CH:11][CH:12]=2)[C:7]([CH:14]=[O:15])=[CH:6][CH:5]=1.Br[CH2:17][C:18]1[CH:23]=[CH:22][C:21]([F:24])=[CH:20][C:19]=1[F:25].Cl. (5) Given the product [F:25][C:21]1[CH:20]=[C:19]2[C:24](=[CH:23][CH:22]=1)[N:16]([C:6]1[CH:5]=[C:4]([CH:9]=[C:8]([N:10]3[CH2:14][CH2:13][O:12][C:11]3=[O:15])[CH:7]=1)[C:3]([OH:31])=[O:2])[C:17](=[O:30])[C@@:18]12[CH2:27][C:26]1([CH3:29])[CH3:28], predict the reactants needed to synthesize it. The reactants are: C[O:2][C:3](=[O:31])[C:4]1[CH:9]=[C:8]([N:10]2[CH2:14][CH2:13][O:12][C:11]2=[O:15])[CH:7]=[C:6]([N:16]2[C:24]3[C:19](=[CH:20][C:21]([F:25])=[CH:22][CH:23]=3)[C@@:18]3([CH2:27][C:26]3([CH3:29])[CH3:28])[C:17]2=[O:30])[CH:5]=1.Cl. (6) Given the product [I:41][C:2]1[CH:7]=[C:6]([C:8]([O:10][CH3:11])=[O:9])[CH:5]=[CH:4][C:3]=1[N:12]1[CH2:17][CH2:16][N:15]([C:18]([O:20][C:21]([CH3:24])([CH3:23])[CH3:22])=[O:19])[CH2:14][CH2:13]1, predict the reactants needed to synthesize it. The reactants are: N[C:2]1[CH:7]=[C:6]([C:8]([O:10][CH3:11])=[O:9])[CH:5]=[CH:4][C:3]=1[N:12]1[CH2:17][CH2:16][N:15]([C:18]([O:20][C:21]([CH3:24])([CH3:23])[CH3:22])=[O:19])[CH2:14][CH2:13]1.O.C1(C)C=CC(S(O)(=O)=O)=CC=1.N([O-])=O.[Na+].[I-:41].[K+].